From a dataset of hERG potassium channel inhibition data for cardiac toxicity prediction from Karim et al.. Regression/Classification. Given a drug SMILES string, predict its toxicity properties. Task type varies by dataset: regression for continuous values (e.g., LD50, hERG inhibition percentage) or binary classification for toxic/non-toxic outcomes (e.g., AMES mutagenicity, cardiotoxicity, hepatotoxicity). Dataset: herg_karim. (1) The molecule is Cc1cnc(-c2nnc(SCCCN3C[C@@H]4C[C@]4(c4ccc(C(F)(F)F)cc4)C3)n2C)cn1. The result is 1 (blocker). (2) The compound is CCCCCCCCCCCCCC(=O)N[C@H](CO)[C@H](O)c1ccc([N+](=O)[O-])cc1. The result is 0 (non-blocker).